Dataset: Retrosynthesis with 50K atom-mapped reactions and 10 reaction types from USPTO. Task: Predict the reactants needed to synthesize the given product. (1) Given the product CCOC(=O)C(C)(C)CNC(=O)c1nc(C#N)c2cc(Oc3ccc(Cl)cc3)ccc2c1O, predict the reactants needed to synthesize it. The reactants are: CCOC(=O)C(C)(C)CN.COC(=O)c1nc(C#N)c2cc(Oc3ccc(Cl)cc3)ccc2c1O. (2) Given the product CCS(=O)(=O)CCC(=O)NNC(=O)N1Cc2ccccc2Oc2ccc(NS(C)(=O)=O)cc21, predict the reactants needed to synthesize it. The reactants are: CCS(=O)(=O)CCC(=O)NNC(=O)N1Cc2ccccc2Oc2ccc(N)cc21.CS(=O)(=O)Cl. (3) Given the product CCOC(=O)CCC(CC=Cc1cccnc1)CCCC#N, predict the reactants needed to synthesize it. The reactants are: Brc1cccnc1.C=CCC(CCCC#N)CCC(=O)OCC. (4) The reactants are: COC(=O)c1ccc(-n2cnc(-c3c(-c4ccccc4)noc3C(F)(F)F)c2)nc1.NCC(F)(F)F. Given the product O=C(NCC(F)(F)F)c1ccc(-n2cnc(-c3c(-c4ccccc4)noc3C(F)(F)F)c2)nc1, predict the reactants needed to synthesize it. (5) Given the product CCOc1ccc(Cc2ccc(OCc3ccccc3)c(Br)c2)cc1, predict the reactants needed to synthesize it. The reactants are: CCOc1ccc(C(O)c2ccc(OCc3ccccc3)c(Br)c2)cc1.